Dataset: Full USPTO retrosynthesis dataset with 1.9M reactions from patents (1976-2016). Task: Predict the reactants needed to synthesize the given product. (1) Given the product [C:4]([O:8][C:9](=[O:38])[NH:10][CH:11]1[CH2:16][CH2:15][N:14]([S:17]([C:20]2[CH:21]=[CH:22][C:23]([CH2:26][NH2:27])=[CH:24][CH:25]=2)(=[O:19])=[O:18])[CH2:13][CH2:12]1)([CH3:7])([CH3:5])[CH3:6], predict the reactants needed to synthesize it. The reactants are: O.NN.[C:4]([O:8][C:9](=[O:38])[NH:10][CH:11]1[CH2:16][CH2:15][N:14]([S:17]([C:20]2[CH:25]=[CH:24][C:23]([CH2:26][N:27]3C(=O)C4C(=CC=CC=4)C3=O)=[CH:22][CH:21]=2)(=[O:19])=[O:18])[CH2:13][CH2:12]1)([CH3:7])([CH3:6])[CH3:5]. (2) Given the product [CH2:24]([Sn:19]([CH2:15][CH2:16][CH2:17][CH3:18])([CH2:20][CH2:21][CH2:22][CH3:23])[C:2]1[O:1][C:5]2[CH:6]=[CH:7][CH:8]=[CH:9][C:4]=2[N:3]=1)[CH2:25][CH2:26][CH3:27], predict the reactants needed to synthesize it. The reactants are: [O:1]1[C:5]2[CH:6]=[CH:7][CH:8]=[CH:9][C:4]=2[N:3]=[CH:2]1.[Li]CCCC.[CH2:15]([Sn:19](Cl)([CH2:24][CH2:25][CH2:26][CH3:27])[CH2:20][CH2:21][CH2:22][CH3:23])[CH2:16][CH2:17][CH3:18]. (3) The reactants are: [CH2:1](O)[CH2:2][C:3]#[CH:4].C(N(CC)CC)C.CS(Cl)(=O)=O.Cl.[Cl:19][C:20]1[CH:25]=[CH:24][C:23]([CH:26]2[CH2:31][CH2:30][NH:29][CH2:28][CH2:27]2)=[CH:22][CH:21]=1.C(=O)([O-])[O-].[K+].[K+].Cl. Given the product [CH2:1]([N:29]1[CH2:30][CH2:31][CH:26]([C:23]2[CH:22]=[CH:21][C:20]([Cl:19])=[CH:25][CH:24]=2)[CH2:27][CH2:28]1)[CH2:2][C:3]#[CH:4], predict the reactants needed to synthesize it. (4) Given the product [CH:12]1([C:18]2[S:19][CH:20]=[C:21]([C:31]3[CH:36]=[CH:35][C:34]([Cl:37])=[CH:33][C:32]=3[Cl:38])[C:22]=2[C:23]2([C:25]3[CH:26]=[N:27][CH:28]=[CH:29][CH:30]=3)[CH2:3][O:24]2)[CH2:13][CH2:14][CH2:15][CH2:16][CH2:17]1, predict the reactants needed to synthesize it. The reactants are: [H-].[Na+].[CH3:3]S(C)=O.[I-].C[S+](C)C.[CH:12]1([C:18]2[S:19][CH:20]=[C:21]([C:31]3[CH:36]=[CH:35][C:34]([Cl:37])=[CH:33][C:32]=3[Cl:38])[C:22]=2[C:23]([C:25]2[CH:26]=[N:27][CH:28]=[CH:29][CH:30]=2)=[O:24])[CH2:17][CH2:16][CH2:15][CH2:14][CH2:13]1. (5) Given the product [CH2:10]([O:9][CH2:8][C@@H:5]1[O:6][CH2:7][C@@:2]([NH:1][C:44]([NH:46][C:47](=[O:63])[O:48][CH2:49][CH:50]2[C:51]3[CH:52]=[CH:53][CH:54]=[CH:55][C:56]=3[C:57]3[C:62]2=[CH:61][CH:60]=[CH:59][CH:58]=3)=[S:45])([C:19]2[CH:24]=[CH:23][C:22]([F:25])=[CH:21][C:20]=2[F:26])[C@H:3]([CH2:17][OH:18])[CH2:4]1)[C:11]1[CH:12]=[CH:13][CH:14]=[CH:15][CH:16]=1, predict the reactants needed to synthesize it. The reactants are: [NH2:1][C@@:2]1([C:19]2[CH:24]=[CH:23][C:22]([F:25])=[CH:21][C:20]=2[F:26])[CH2:7][O:6][C@@H:5]([CH2:8][O:9][CH2:10][C:11]2[CH:16]=[CH:15][CH:14]=[CH:13][CH:12]=2)[CH2:4][C@H:3]1[CH2:17][OH:18].FC1C=C(F)C=CC=1[C@@]1(N[C:44]([NH:46][C:47](=[O:63])[O:48][CH2:49][CH:50]2[C:62]3[CH:61]=[CH:60][CH:59]=[CH:58][C:57]=3[C:56]3[C:51]2=[CH:52][CH:53]=[CH:54][CH:55]=3)=[S:45])[C@H](CO)CCOC1. (6) Given the product [OH:41][CH2:40][CH2:39][CH2:38][NH:37][C:33]1[N:32]=[C:31]([O:30][C:29]2[CH:42]=[CH:11][C:12]([NH:8][C:1]([NH:3][C:7]3[CH:6]=[CH:22][C:16]([O:15][C:14]([F:13])([F:23])[F:24])=[CH:17][CH:18]=3)=[O:2])=[CH:27][CH:28]=2)[CH:36]=[CH:35][N:34]=1, predict the reactants needed to synthesize it. The reactants are: [C:1]([N:8]1[CH:12]=[CH:11]N=C1)([N:3]1[CH:7]=[CH:6]N=C1)=[O:2].[F:13][C:14]([F:24])([F:23])[O:15][C:16]1[CH:17]=[C:18](C=C[CH:22]=1)N.NC1C=[CH:42][C:29]([O:30][C:31]2[CH:36]=[CH:35][N:34]=[C:33]([NH:37][CH2:38][CH2:39][CH2:40][OH:41])[N:32]=2)=[CH:28][CH:27]=1.